From a dataset of Forward reaction prediction with 1.9M reactions from USPTO patents (1976-2016). Predict the product of the given reaction. (1) Given the reactants [I:1][C:2]1[CH:8]=[CH:7][CH:6]=[CH:5][C:3]=1[NH2:4].C([O-])([O-])=O.[K+].[K+].[Cl:15][C:16]1[CH:23]=[CH:22][C:19]([CH2:20]Br)=[CH:18][CH:17]=1, predict the reaction product. The product is: [Cl:15][C:16]1[CH:23]=[CH:22][C:19]([CH2:20][NH:4][C:3]2[CH:5]=[CH:6][CH:7]=[CH:8][C:2]=2[I:1])=[CH:18][CH:17]=1. (2) Given the reactants C(OC([NH:11][C@@H:12]([CH2:34][S:35][CH2:36][C@H:37]([O:53][C:54](=[O:66])[NH:55][CH2:56][CH2:57][CH2:58][CH2:59][CH2:60][CH2:61][CH2:62][CH2:63][CH2:64][CH3:65])[CH2:38][O:39][C:40](=[O:52])[NH:41][CH2:42][CH2:43][CH2:44][CH2:45][CH2:46][CH2:47][CH2:48][CH2:49][CH2:50][CH3:51])[C:13](=[O:33])[NH:14][CH2:15][CH2:16][O:17][CH2:18][CH2:19][O:20][CH2:21][CH2:22][O:23][CH2:24][CH2:25][C:26]([O:28][C:29]([CH3:32])([CH3:31])[CH3:30])=[O:27])=O)C1C=CC=CC=1.C([O-])=O.[NH4+].CO.O, predict the reaction product. The product is: [NH2:11][C@@H:12]([CH2:34][S:35][CH2:36][C@H:37]([O:53][C:54](=[O:66])[NH:55][CH2:56][CH2:57][CH2:58][CH2:59][CH2:60][CH2:61][CH2:62][CH2:63][CH2:64][CH3:65])[CH2:38][O:39][C:40](=[O:52])[NH:41][CH2:42][CH2:43][CH2:44][CH2:45][CH2:46][CH2:47][CH2:48][CH2:49][CH2:50][CH3:51])[C:13](=[O:33])[NH:14][CH2:15][CH2:16][O:17][CH2:18][CH2:19][O:20][CH2:21][CH2:22][O:23][CH2:24][CH2:25][C:26]([O:28][C:29]([CH3:32])([CH3:31])[CH3:30])=[O:27]. (3) Given the reactants C[O:2][C:3](=O)[CH2:4][CH2:5][CH2:6][CH2:7][CH2:8][NH:9][C:10]([NH:12][S:13]([C:16]1[CH:21]=[CH:20][C:19]([CH3:22])=[CH:18][CH:17]=1)(=[O:15])=[O:14])=[O:11].[NH2:24][OH:25].Cl.C[O-].[Na+], predict the reaction product. The product is: [OH:25][NH:24][C:3](=[O:2])[CH2:4][CH2:5][CH2:6][CH2:7][CH2:8][NH:9][C:10]([NH:12][S:13]([C:16]1[CH:21]=[CH:20][C:19]([CH3:22])=[CH:18][CH:17]=1)(=[O:15])=[O:14])=[O:11]. (4) The product is: [CH3:12][N:11]1[C:10](=[O:13])[CH2:9][N:8]([CH3:14])[C:7](=[O:15])[CH:6]1[CH2:5][C:4]1[CH:16]=[CH:17][CH:18]=[CH:19][C:3]=1[CH2:2][Cl:31]. Given the reactants O[CH2:2][C:3]1[CH:19]=[CH:18][CH:17]=[CH:16][C:4]=1[CH2:5][CH:6]1[N:11]([CH3:12])[C:10](=[O:13])[CH2:9][N:8]([CH3:14])[C:7]1=[O:15].CCN(CC)CC.S([Cl:31])(C)(=O)=O.[Li+].[Cl-], predict the reaction product.